From a dataset of Full USPTO retrosynthesis dataset with 1.9M reactions from patents (1976-2016). Predict the reactants needed to synthesize the given product. Given the product [F:12][C:6]1[CH:5]=[CH:4][C:3]([C:1]#[N:2])=[CH:11][C:7]=1[CH2:8][OH:9], predict the reactants needed to synthesize it. The reactants are: [C:1]([C:3]1[CH:4]=[CH:5][C:6]([F:12])=[C:7]([CH:11]=1)[C:8](O)=[O:9])#[N:2].S(Cl)(Cl)=O.[BH4-].[Na+].